Dataset: hERG Central: cardiac toxicity at 1µM, 10µM, and general inhibition. Task: Predict hERG channel inhibition at various concentrations. The drug is Cc1ccc(-n2cc(-c3ccc([N+](=O)[O-])cc3)[nH]c2=S)c(C)c1. Results: hERG_inhib (hERG inhibition (general)): blocker.